From a dataset of NCI-60 drug combinations with 297,098 pairs across 59 cell lines. Regression. Given two drug SMILES strings and cell line genomic features, predict the synergy score measuring deviation from expected non-interaction effect. (1) Drug 1: CN1CCC(CC1)COC2=C(C=C3C(=C2)N=CN=C3NC4=C(C=C(C=C4)Br)F)OC. Drug 2: CN(C(=O)NC(C=O)C(C(C(CO)O)O)O)N=O. Cell line: SF-268. Synergy scores: CSS=3.16, Synergy_ZIP=0.141, Synergy_Bliss=-1.69, Synergy_Loewe=-4.71, Synergy_HSA=-4.84. (2) Drug 1: CC1=C2C(C(=O)C3(C(CC4C(C3C(C(C2(C)C)(CC1OC(=O)C(C(C5=CC=CC=C5)NC(=O)C6=CC=CC=C6)O)O)OC(=O)C7=CC=CC=C7)(CO4)OC(=O)C)O)C)OC(=O)C. Drug 2: C1C(C(OC1N2C=NC(=NC2=O)N)CO)O. Cell line: CAKI-1. Synergy scores: CSS=13.2, Synergy_ZIP=-7.60, Synergy_Bliss=1.52, Synergy_Loewe=-0.195, Synergy_HSA=0.343. (3) Drug 1: CCC1=CC2CC(C3=C(CN(C2)C1)C4=CC=CC=C4N3)(C5=C(C=C6C(=C5)C78CCN9C7C(C=CC9)(C(C(C8N6C)(C(=O)OC)O)OC(=O)C)CC)OC)C(=O)OC.C(C(C(=O)O)O)(C(=O)O)O. Drug 2: C(CCl)NC(=O)N(CCCl)N=O. Cell line: K-562. Synergy scores: CSS=67.8, Synergy_ZIP=-1.57, Synergy_Bliss=-1.04, Synergy_Loewe=-30.9, Synergy_HSA=-0.189. (4) Synergy scores: CSS=9.46, Synergy_ZIP=0.437, Synergy_Bliss=1.98, Synergy_Loewe=-9.75, Synergy_HSA=-0.385. Drug 1: CC12CCC3C(C1CCC2=O)CC(=C)C4=CC(=O)C=CC34C. Drug 2: CC(C)NC(=O)C1=CC=C(C=C1)CNNC.Cl. Cell line: SW-620. (5) Drug 1: C1=NC(=NC(=O)N1C2C(C(C(O2)CO)O)O)N. Drug 2: C1=CC=C(C=C1)NC(=O)CCCCCCC(=O)NO. Cell line: KM12. Synergy scores: CSS=8.56, Synergy_ZIP=-4.92, Synergy_Bliss=1.91, Synergy_Loewe=-0.747, Synergy_HSA=2.26. (6) Drug 1: C1=C(C(=O)NC(=O)N1)N(CCCl)CCCl. Drug 2: CC1=C(C=C(C=C1)NC(=O)C2=CC=C(C=C2)CN3CCN(CC3)C)NC4=NC=CC(=N4)C5=CN=CC=C5. Cell line: MCF7. Synergy scores: CSS=23.1, Synergy_ZIP=4.16, Synergy_Bliss=3.46, Synergy_Loewe=-4.73, Synergy_HSA=0.845. (7) Drug 1: CC(CN1CC(=O)NC(=O)C1)N2CC(=O)NC(=O)C2. Drug 2: C1CCC(C(C1)N)N.C(=O)(C(=O)[O-])[O-].[Pt+4]. Cell line: SK-MEL-2. Synergy scores: CSS=25.7, Synergy_ZIP=-3.31, Synergy_Bliss=2.17, Synergy_Loewe=3.54, Synergy_HSA=3.14. (8) Drug 1: CCC1(CC2CC(C3=C(CCN(C2)C1)C4=CC=CC=C4N3)(C5=C(C=C6C(=C5)C78CCN9C7C(C=CC9)(C(C(C8N6C=O)(C(=O)OC)O)OC(=O)C)CC)OC)C(=O)OC)O.OS(=O)(=O)O. Drug 2: CC1C(C(CC(O1)OC2CC(CC3=C2C(=C4C(=C3O)C(=O)C5=CC=CC=C5C4=O)O)(C(=O)C)O)N)O. Cell line: OVCAR-5. Synergy scores: CSS=29.7, Synergy_ZIP=-1.50, Synergy_Bliss=-1.28, Synergy_Loewe=-1.48, Synergy_HSA=-0.387.